From a dataset of CYP2C19 inhibition data for predicting drug metabolism from PubChem BioAssay. Regression/Classification. Given a drug SMILES string, predict its absorption, distribution, metabolism, or excretion properties. Task type varies by dataset: regression for continuous measurements (e.g., permeability, clearance, half-life) or binary classification for categorical outcomes (e.g., BBB penetration, CYP inhibition). Dataset: cyp2c19_veith. The molecule is CN1[C@H]2CC[C@@H]1CC(OC(c1ccc(F)cc1)c1ccc(F)cc1)C2. The result is 1 (inhibitor).